This data is from Full USPTO retrosynthesis dataset with 1.9M reactions from patents (1976-2016). The task is: Predict the reactants needed to synthesize the given product. (1) Given the product [N:1]1([C:6]([O:8][CH2:9][CH2:10][C:11]2[CH:24]=[CH:23][C:22]3[C:21](=[O:25])[C:20]4[C:15](=[CH:16][CH:17]=[CH:18][CH:19]=4)[C:14](=[O:26])[C:13]=3[CH:12]=2)=[O:7])[CH2:2][CH2:29][CH2:28][CH2:4][CH2:5]1, predict the reactants needed to synthesize it. The reactants are: [N:1]1([C:6]([O:8][CH2:9][CH2:10][C:11]2[CH:24]=[CH:23][C:22]3[C:21](=[O:25])[C:20]4[C:15](=[CH:16][CH:17]=[CH:18][CH:19]=4)[C:14](=[O:26])[C:13]=3[CH:12]=2)=[O:7])[CH:5]=[CH:4]N=[CH:2]1.N1CCC[CH2:29][CH2:28]1. (2) Given the product [NH2:1][C:2]1[C:13]([O:14][C:15]2[CH:20]=[CH:19][CH:18]=[C:17]([OH:21])[CH:16]=2)=[CH:12][C:5]2[N:6]([CH3:11])[C:7](=[O:10])[N:8]([CH3:9])[C:4]=2[CH:3]=1, predict the reactants needed to synthesize it. The reactants are: [NH2:1][C:2]1[C:13]([O:14][C:15]2[CH:20]=[CH:19][CH:18]=[C:17]([O:21]CC3C=CC=CC=3)[CH:16]=2)=[CH:12][C:5]2[N:6]([CH3:11])[C:7](=[O:10])[N:8]([CH3:9])[C:4]=2[CH:3]=1.BrB(Br)Br. (3) Given the product [ClH:27].[CH2:20]([O:19][C:17]([N:14]1[CH2:15][CH2:16][CH:9]2[NH:8][CH2:12][CH:11]([OH:13])[CH:10]12)=[O:18])[C:21]1[CH:26]=[CH:25][CH:24]=[CH:23][CH:22]=1, predict the reactants needed to synthesize it. The reactants are: C(OC([N:8]1[CH2:12][CH:11]([OH:13])[CH:10]2[N:14]([C:17]([O:19][CH2:20][C:21]3[CH:26]=[CH:25][CH:24]=[CH:23][CH:22]=3)=[O:18])[CH2:15][CH2:16][CH:9]12)=O)(C)(C)C.[ClH:27].O1CCOCC1. (4) Given the product [NH:1]1[C:5]2[CH:6]=[CH:7][C:8]([N:10]3[CH:14]([C:15]4[CH:20]=[CH:19][CH:18]=[C:17]([F:21])[C:16]=4[F:22])[C:13]([NH:31][CH:25]4[CH2:30][CH2:29][CH2:28][CH2:27][CH2:26]4)=[CH:12][C:11]3=[O:24])=[CH:9][C:4]=2[N:3]=[CH:2]1, predict the reactants needed to synthesize it. The reactants are: [NH:1]1[C:5]2[CH:6]=[CH:7][C:8]([N:10]3[CH:14]([C:15]4[CH:20]=[CH:19][CH:18]=[C:17]([F:21])[C:16]=4[F:22])[C:13](O)=[CH:12][C:11]3=[O:24])=[CH:9][C:4]=2[N:3]=[CH:2]1.[CH:25]1([NH2:31])[CH2:30][CH2:29][CH2:28][CH2:27][CH2:26]1. (5) The reactants are: [N:1]([C:4]1[C:13]2[C:8](=[CH:9][CH:10]=[CH:11][CH:12]=2)[N:7]=[CH:6][CH:5]=1)=[C:2]=[S:3].[NH2:14][CH:15]([C:19]#[N:20])[C:16]([NH2:18])=[O:17]. Given the product [NH2:20][C:19]1[S:3][C:2]([NH:1][C:4]2[C:13]3[C:8](=[CH:9][CH:10]=[CH:11][CH:12]=3)[N:7]=[CH:6][CH:5]=2)=[N:14][C:15]=1[C:16]([NH2:18])=[O:17], predict the reactants needed to synthesize it. (6) The reactants are: [C:1]12([NH2:11])[CH2:10][CH:5]3[CH2:6][CH:7]([CH2:9][CH:3]([CH2:4]3)[CH2:2]1)[CH2:8]2.[CH:12](=O)[CH:13]=[CH:14][C:15]1[CH:20]=[CH:19][CH:18]=[CH:17][CH:16]=1. Given the product [CH2:12]([NH:11][C:1]12[CH2:8][CH:7]3[CH2:6][CH:5]([CH2:4][CH:3]([CH2:9]3)[CH2:2]1)[CH2:10]2)[CH:13]=[CH:14][C:15]1[CH:20]=[CH:19][CH:18]=[CH:17][CH:16]=1, predict the reactants needed to synthesize it.